From a dataset of Forward reaction prediction with 1.9M reactions from USPTO patents (1976-2016). Predict the product of the given reaction. Given the reactants [F:1][C:2]1[CH:7]=[CH:6][C:5]([CH3:8])=[CH:4][C:3]=1[CH2:9][CH2:10][O:11][C:12]1[CH:13]=[C:14]([CH:18]=[CH:19][C:20]=1[O:21][CH3:22])[C:15]([OH:17])=O.S(Cl)(Cl)=O.Cl.[CH3:28][O:29][C:30]([C:32]1([NH2:39])[CH2:38][CH2:37][CH2:36][CH2:35][CH2:34][CH2:33]1)=[O:31].C(=O)([O-])O.[Na+], predict the reaction product. The product is: [CH3:28][O:29][C:30]([C:32]1([NH:39][C:15](=[O:17])[C:14]2[CH:18]=[CH:19][C:20]([O:21][CH3:22])=[C:12]([O:11][CH2:10][CH2:9][C:3]3[CH:4]=[C:5]([CH3:8])[CH:6]=[CH:7][C:2]=3[F:1])[CH:13]=2)[CH2:33][CH2:34][CH2:35][CH2:36][CH2:37][CH2:38]1)=[O:31].